Dataset: Forward reaction prediction with 1.9M reactions from USPTO patents (1976-2016). Task: Predict the product of the given reaction. (1) Given the reactants [O:1]1[CH2:6][CH2:5][CH:4]([S:7]C(=O)C)[CH2:3][CH2:2]1.[OH-].[K+].Br[C:14]1([CH3:20])[CH2:19][CH2:18][O:17][C:15]1=[O:16].C(Cl)(=O)C, predict the reaction product. The product is: [CH3:20][C:14]1([S:7][CH:4]2[CH2:5][CH2:6][O:1][CH2:2][CH2:3]2)[CH2:19][CH2:18][O:17][C:15]1=[O:16]. (2) Given the reactants [H-].[H-].[H-].[H-].[Li+].[Al+3].CS(N1CC[N:14]([C:17]([CH:19]2[CH2:22][C:21](=[O:23])[CH2:20]2)=O)CC1)(=O)=O.[OH-].[Na+].[CH2:26](N(CC)CC)C.CS(Cl)(=O)=O.[C:38]([O-:41])(O)=[O:39].[Na+].[CH2:43]1[CH2:47]OC[CH2:44]1, predict the reaction product. The product is: [OH:23][C@@H:21]1[CH2:20][C@H:19]([CH2:17][NH:14][C:38](=[O:39])[O:41][C:43]([CH3:44])([CH3:47])[CH3:26])[CH2:22]1. (3) The product is: [O:14]1[C:10]2[CH:11]=[CH:12][CH:7]=[CH:8][C:9]=2[CH:16]=[CH:15]1. Given the reactants COC(/C=C/[C:7]1[CH:12]=[C:11](O)[C:10]2[O:14][CH:15](C3C=CC(O)=C(O)C=3)[CH:16](C(OC)=O)[C:9]=2[CH:8]=1)=O.O1C=CC=C1C=O.C(OCC)(=O)CCC(OCC)=O.CC(C)([O-])C.[K+].C([O-])(=O)C.[Na+].C(OC(=O)C)(=O)C.C([O-])([O-])=O.[K+].[K+], predict the reaction product.